From a dataset of Rat liver microsome stability data. Regression/Classification. Given a drug SMILES string, predict its absorption, distribution, metabolism, or excretion properties. Task type varies by dataset: regression for continuous measurements (e.g., permeability, clearance, half-life) or binary classification for categorical outcomes (e.g., BBB penetration, CYP inhibition). Dataset: rlm. The drug is O=C(c1ccc2c(c1)ncn2-c1cccc(Cl)c1)N1CCCCC1. The result is 1 (stable in rat liver microsomes).